From a dataset of Forward reaction prediction with 1.9M reactions from USPTO patents (1976-2016). Predict the product of the given reaction. (1) Given the reactants [C:1]1([CH2:7][NH2:8])[CH:6]=[CH:5][CH:4]=[CH:3][CH:2]=1.N([C@:12]1([C:21](OC)=O)[C:20]2[C:15](=CC=C[CH:19]=2)CC1)=C=O.[BH4-].[Na+], predict the reaction product. The product is: [CH2:7]([NH:8][CH:12]([CH:20]1[CH2:19][CH2:15]1)[CH3:21])[C:1]1[CH:6]=[CH:5][CH:4]=[CH:3][CH:2]=1. (2) Given the reactants FC(F)(F)S(O[C:7]1[CH:12]=[CH:11][CH:10]=[CH:9][C:8]=1[C:13]1[CH:18]=[CH:17][C:16](=[O:19])[N:15]([CH3:20])[N:14]=1)(=O)=O.[C:23]1(B(O)O)[CH:28]=[CH:27][CH:26]=[CH:25][CH:24]=1, predict the reaction product. The product is: [C:7]1([C:23]2[CH:28]=[CH:27][CH:26]=[CH:25][CH:24]=2)[CH:12]=[CH:11][CH:10]=[CH:9][C:8]=1[C:13]1[CH:18]=[CH:17][C:16](=[O:19])[N:15]([CH3:20])[N:14]=1. (3) Given the reactants [NH2:1][C@@H:2]1[CH2:7][CH2:6][C@H:5]([NH:8][C:9](=[O:15])[O:10][C:11]([CH3:14])([CH3:13])[CH3:12])[CH2:4][CH2:3]1.C(N(C(C)C)CC)(C)C.Cl[C:26]1[N:31]=[C:30]([Cl:32])[N:29]=[C:28]2[NH:33][N:34]=[C:35]([S:36][CH3:37])[C:27]=12, predict the reaction product. The product is: [Cl:32][C:30]1[N:29]=[C:28]2[NH:33][N:34]=[C:35]([S:36][CH3:37])[C:27]2=[C:26]([NH:1][C@@H:2]2[CH2:7][CH2:6][C@H:5]([NH:8][C:9](=[O:15])[O:10][C:11]([CH3:12])([CH3:14])[CH3:13])[CH2:4][CH2:3]2)[N:31]=1. (4) Given the reactants [C:1](=[O:39])([O:12][CH:13]([N:15]1[C:19]2[CH:20]=[CH:21][CH:22]=[CH:23][C:18]=2[N:17]=[C:16]1[S:24][CH2:25][C:26]1[C:31]([CH3:32])=[C:30]([O:33][CH2:34][C:35]([F:38])([F:37])[F:36])[CH:29]=[CH:28][N:27]=1)[CH3:14])[O:2][CH:3]([CH2:8][O:9][CH2:10][CH3:11])[CH2:4][O:5][CH2:6][CH3:7].ClC1C=C(C=CC=1)C(OO)=[O:45], predict the reaction product. The product is: [C:1](=[O:39])([O:12][CH:13]([N:15]1[C:19]2[CH:20]=[CH:21][CH:22]=[CH:23][C:18]=2[N:17]=[C:16]1[S:24]([CH2:25][C:26]1[C:31]([CH3:32])=[C:30]([O:33][CH2:34][C:35]([F:37])([F:36])[F:38])[CH:29]=[CH:28][N:27]=1)=[O:45])[CH3:14])[O:2][CH:3]([CH2:4][O:5][CH2:6][CH3:7])[CH2:8][O:9][CH2:10][CH3:11]. (5) Given the reactants [Cl:1][C:2]1[C:7]([O:8]C)=[CH:6][C:5]([I:10])=[CH:4][C:3]=1[O:11]C.B(Br)(Br)Br.O, predict the reaction product. The product is: [Cl:1][C:2]1[C:7]([OH:8])=[CH:6][C:5]([I:10])=[CH:4][C:3]=1[OH:11]. (6) Given the reactants [Cl:1][C:2]1[CH:7]=[CH:6][C:5]([C:8]([C:10]2[N:18]3[C:13]([CH:14]=[C:15]([O:19]C)[CH:16]=[CH:17]3)=[C:12]([C:21](=[O:27])[CH2:22][C:23]([CH3:26])([CH3:25])[CH3:24])[C:11]=2[CH2:28][C:29]([CH3:36])([CH3:35])[C:30]([O:32][CH2:33][CH3:34])=[O:31])=[O:9])=[CH:4][CH:3]=1.[Cl-].[Al+3].[Cl-].[Cl-].C(S)C.[C@H](O)(C([O-])=O)[C@@H](O)C([O-])=O.[Na+].[K+], predict the reaction product. The product is: [Cl:1][C:2]1[CH:3]=[CH:4][C:5]([C:8]([C:10]2[N:18]3[C:13]([CH:14]=[C:15]([OH:19])[CH:16]=[CH:17]3)=[C:12]([C:21](=[O:27])[CH2:22][C:23]([CH3:24])([CH3:25])[CH3:26])[C:11]=2[CH2:28][C:29]([CH3:35])([CH3:36])[C:30]([O:32][CH2:33][CH3:34])=[O:31])=[O:9])=[CH:6][CH:7]=1. (7) Given the reactants O[C:2]([CH3:6])([CH3:5])[C:3]#[N:4].[NH:7]1[CH2:12][CH2:11][CH2:10][CH2:9][CH2:8]1, predict the reaction product. The product is: [NH2:4][CH2:3][C:2]([N:7]1[CH2:12][CH2:11][CH2:10][CH2:9][CH2:8]1)([CH3:6])[CH3:5]. (8) Given the reactants Cl[C:2]1[N:11]=[C:10]([NH:12][CH2:13][C:14]2[CH:23]=[CH:22][C:17]([C:18]([O:20][CH3:21])=[O:19])=[CH:16][CH:15]=2)[C:9]2[C:4](=[CH:5][CH:6]=[CH:7][C:8]=2[C:24]2[CH:29]=[CH:28][CH:27]=[CH:26][CH:25]=2)[N:3]=1.[N:30]1[CH:35]=[C:34](B2OC(C)(C)C(C)(C)O2)[CH:33]=[N:32][CH:31]=1.C(=O)([O-])[O-].[K+].[K+], predict the reaction product. The product is: [C:24]1([C:8]2[CH:7]=[CH:6][CH:5]=[C:4]3[C:9]=2[C:10]([NH:12][CH2:13][C:14]2[CH:23]=[CH:22][C:17]([C:18]([O:20][CH3:21])=[O:19])=[CH:16][CH:15]=2)=[N:11][C:2]([C:34]2[CH:35]=[N:30][CH:31]=[N:32][CH:33]=2)=[N:3]3)[CH:29]=[CH:28][CH:27]=[CH:26][CH:25]=1. (9) Given the reactants CC1C=CC(S(O[CH2:12][C@H:13]2[CH2:22][CH2:21][C:20]3[C:15](=[C:16]([C:24]4[CH:29]=[CH:28][CH:27]=[CH:26][C:25]=4[Cl:30])[C:17]([F:23])=[CH:18][CH:19]=3)[O:14]2)(=O)=O)=CC=1.[N-:31]=[N+:32]=[N-:33].[Na+], predict the reaction product. The product is: [N:31]([CH2:12][C@H:13]1[CH2:22][CH2:21][C:20]2[C:15](=[C:16]([C:24]3[CH:29]=[CH:28][CH:27]=[CH:26][C:25]=3[Cl:30])[C:17]([F:23])=[CH:18][CH:19]=2)[O:14]1)=[N+:32]=[N-:33]. (10) The product is: [Br:17][CH2:16][C:13]1[CH:12]=[CH:11][C:10]([C:8]([C:5]2[CH:4]=[CH:3][C:2]([Cl:1])=[CH:7][CH:6]=2)=[O:9])=[CH:15][CH:14]=1. Given the reactants [Cl:1][C:2]1[CH:7]=[CH:6][C:5]([C:8]([C:10]2[CH:15]=[CH:14][C:13]([CH3:16])=[CH:12][CH:11]=2)=[O:9])=[CH:4][CH:3]=1.[Br:17]CC1C=CC(C(C2C=CC=C(Cl)C=2)=O)=CC=1, predict the reaction product.